From a dataset of Reaction yield outcomes from USPTO patents with 853,638 reactions. Predict the reaction yield, written as a fraction of the theoretical maximum amount of product (1.0 means a 100% yield; for example, 0.34 means a 34% yield). (1) The reactants are [BH-](OC(C)=O)(OC(C)=O)OC(C)=O.[Na+].[CH:15]([C:18]1[CH:24]=[CH:23][CH:22]=[C:21]([CH:25]([CH3:27])[CH3:26])[C:19]=1[NH2:20])([CH3:17])[CH3:16].[CH3:28][C:29]([CH3:31])=O.C(O)(=O)C. The catalyst is ClCCCl. The product is [CH:29]([NH:20][C:19]1[C:18]([CH:15]([CH3:17])[CH3:16])=[CH:24][CH:23]=[CH:22][C:21]=1[CH:25]([CH3:27])[CH3:26])([CH3:31])[CH3:28]. The yield is 0.668. (2) The reactants are C(OC([N:11]1[CH2:16][CH2:15][N:14]([C:17]([C:19]2[S:44][C:22]3=[CH:23][CH:24]=[C:25]4[C:30]([N:29]=[C:28]([NH:31][C:32]5[CH:37]=[CH:36][CH:35]=[C:34]([N:38]6[CH2:43][CH2:42][CH2:41][CH2:40][CH2:39]6)[CH:33]=5)[N:27]=[CH:26]4)=[C:21]3[CH:20]=2)=[O:18])[CH2:13][CH2:12]1)=O)C1C=CC=CC=1.Br.CO. The catalyst is C(Cl)Cl. The product is [N:14]1([C:17]([C:19]2[S:44][C:22]3=[CH:23][CH:24]=[C:25]4[C:30]([N:29]=[C:28]([NH:31][C:32]5[CH:37]=[CH:36][CH:35]=[C:34]([N:38]6[CH2:43][CH2:42][CH2:41][CH2:40][CH2:39]6)[CH:33]=5)[N:27]=[CH:26]4)=[C:21]3[CH:20]=2)=[O:18])[CH2:15][CH2:16][NH:11][CH2:12][CH2:13]1. The yield is 0.600. (3) The reactants are [Br:1][C:2]1[CH:18]=[CH:17][C:5]([O:6][C:7]2[CH:14]=[CH:13][C:10]([C:11]#[N:12])=[CH:9][C:8]=2CO)=[CH:4][C:3]=1[CH2:19][O:20][CH:21]1[CH2:26][CH2:25][CH2:24][CH2:23][O:22]1.[CH2:27]([N:29]([CH2:32]C)CC)C.CS(Cl)(=O)=[O:36].C(OCC)(=O)C.O. The catalyst is ClCCl.CN(C)C=O. The product is [Br:1][C:2]1[CH:18]=[CH:17][C:5]([O:6][C:7]2[CH:14]=[CH:13][C:10]([C:11]#[N:12])=[CH:9][C:8]=2[CH2:27][NH:29][CH:32]=[O:36])=[CH:4][C:3]=1[CH2:19][O:20][CH:21]1[CH2:26][CH2:25][CH2:24][CH2:23][O:22]1. The yield is 0.680. (4) The reactants are N(C(N1CCCCC1)=O)=NC(N1CCCCC1)=O.[CH3:19][S:20][CH2:21][CH2:22][CH2:23][OH:24].[Br:25][C:26]1[CH:45]=[CH:44][C:29]([NH:30][C:31]2[C:40]3[C:35](=[CH:36][C:37](O)=[C:38]([O:41][CH3:42])[CH:39]=3)[N:34]=[CH:33][N:32]=2)=[C:28]([F:46])[CH:27]=1.C(P(CCCC)CCCC)CCC. The catalyst is C(Cl)Cl. The product is [Br:25][C:26]1[CH:45]=[CH:44][C:29]([NH:30][C:31]2[C:40]3[C:35](=[CH:36][C:37]([O:24][CH2:23][CH2:22][CH2:21][S:20][CH3:19])=[C:38]([O:41][CH3:42])[CH:39]=3)[N:34]=[CH:33][N:32]=2)=[C:28]([F:46])[CH:27]=1. The yield is 0.500. (5) The reactants are [Cl:1][C:2]1[CH:31]=[CH:30][C:5]([CH2:6][N:7]2[C:15]3[C:14](=[O:16])[NH:13][C:12](=[O:17])[N:11]([CH3:18])[C:10]=3[N:9]=[C:8]2[O:19][C:20]2[CH:25]=[CH:24][CH:23]=[C:22]([C:26]([F:29])([F:28])[F:27])[CH:21]=2)=[CH:4][CH:3]=1.Br[CH2:33][CH2:34][OH:35].C(=O)([O-])[O-].[Cs+].[Cs+]. The catalyst is CN(C=O)C.C(OCC)(=O)C. The product is [Cl:1][C:2]1[CH:3]=[CH:4][C:5]([CH2:6][N:7]2[C:15]3[C:14](=[O:16])[N:13]([CH2:33][CH2:34][OH:35])[C:12](=[O:17])[N:11]([CH3:18])[C:10]=3[N:9]=[C:8]2[O:19][C:20]2[CH:25]=[CH:24][CH:23]=[C:22]([C:26]([F:29])([F:27])[F:28])[CH:21]=2)=[CH:30][CH:31]=1. The yield is 0.288.